From a dataset of Reaction yield outcomes from USPTO patents with 853,638 reactions. Predict the reaction yield, written as a fraction of the theoretical maximum amount of product (1.0 means a 100% yield; for example, 0.34 means a 34% yield). (1) The reactants are [C:1](Cl)(=[O:8])[C:2]1[CH:7]=[CH:6][CH:5]=[CH:4][CH:3]=1.[Cl-].[Al+3].[Cl-].[Cl-].[CH3:14][C:15]1[CH:19]=[C:18]([CH3:20])[NH:17][C:16]=1[C:21]([O:23]CC)=[O:22]. The catalyst is ClC(Cl)C. The product is [C:1]([C:19]1[C:15]([CH3:14])=[C:16]([C:21]([OH:23])=[O:22])[NH:17][C:18]=1[CH3:20])(=[O:8])[C:2]1[CH:7]=[CH:6][CH:5]=[CH:4][CH:3]=1. The yield is 0.510. (2) The reactants are [OH:1][C:2]1[CH:24]=[CH:23][CH:22]=[CH:21][C:3]=1[CH2:4][NH:5][CH2:6][CH2:7][NH:8][C@H:9]([C:14]([O:16][C:17]([CH3:20])([CH3:19])[CH3:18])=[O:15])[C:10]([CH3:13])([CH3:12])[CH3:11].[C:25](=O)(ON1C(=O)CCC1=O)[O:26]N1C(=O)CCC1=O.C(N(CC)CC)C. The catalyst is ClC(Cl)C. The product is [OH:1][C:2]1[CH:24]=[CH:23][CH:22]=[CH:21][C:3]=1[CH2:4][N:5]1[CH2:6][CH2:7][N:8]([C@@H:9]([C:10]([CH3:13])([CH3:12])[CH3:11])[C:14]([O:16][C:17]([CH3:18])([CH3:20])[CH3:19])=[O:15])[C:25]1=[O:26]. The yield is 0.670. (3) The reactants are [C:1]1([CH:7]([C:13]2[CH:18]=[CH:17][CH:16]=[CH:15][CH:14]=2)[C:8](OCC)=O)[CH:6]=[CH:5][CH:4]=[CH:3][CH:2]=1.[CH3:19][CH:20]1[O:25][CH:24]([CH3:26])[CH2:23][N:22]([C:27]2[CH:32]=[CH:31][C:30]([NH:33][C:34](=[S:37])[NH:35][NH2:36])=[CH:29][CH:28]=2)[CH2:21]1. No catalyst specified. The product is [CH3:19][CH:20]1[O:25][CH:24]([CH3:26])[CH2:23][N:22]([C:27]2[CH:28]=[CH:29][C:30]([N:33]3[C:8]([CH:7]([C:1]4[CH:2]=[CH:3][CH:4]=[CH:5][CH:6]=4)[C:13]4[CH:14]=[CH:15][CH:16]=[CH:17][CH:18]=4)=[N:36][NH:35][C:34]3=[S:37])=[CH:31][CH:32]=2)[CH2:21]1. The yield is 0.0900. (4) The reactants are C(N=C=NCCCN(C)C)C.[O:12]([C:19]1[CH:27]=[CH:26][C:22]([C:23]([OH:25])=O)=[CH:21][CH:20]=1)[C:13]1[CH:18]=[CH:17][CH:16]=[CH:15][CH:14]=1.[NH2:28][C:29]1[CH:43]=[CH:42][C:32]([CH2:33][P:34](=[O:41])([O:38][CH2:39][CH3:40])[O:35][CH2:36][CH3:37])=[CH:31][CH:30]=1. The catalyst is CN(C1C=CN=CC=1)C.C(Cl)Cl. The product is [O:12]([C:19]1[CH:20]=[CH:21][C:22]([C:23]([NH:28][C:29]2[CH:30]=[CH:31][C:32]([CH2:33][P:34](=[O:41])([O:35][CH2:36][CH3:37])[O:38][CH2:39][CH3:40])=[CH:42][CH:43]=2)=[O:25])=[CH:26][CH:27]=1)[C:13]1[CH:14]=[CH:15][CH:16]=[CH:17][CH:18]=1. The yield is 0.960. (5) The reactants are [F:1][C@H:2]1[C@H:7]2[N:8]=[C:9](SC)[O:10][C@H:6]2[CH2:5][C@H:4]([CH2:13][OH:14])[C@H:3]1[OH:15].Cl.[NH:17]1[CH2:20][CH2:19][CH2:18]1.C([O-])(O)=O.[Na+]. The catalyst is CCO. The product is [N:17]1([C:9]2[O:10][C@H:6]3[CH2:5][C@H:4]([CH2:13][OH:14])[C@@H:3]([OH:15])[C@@H:2]([F:1])[C@H:7]3[N:8]=2)[CH2:20][CH2:19][CH2:18]1. The yield is 0.600. (6) The reactants are C(=O)([O-])[O-].[K+].[K+].Br[CH2:8][CH2:9][N:10]=[C:11]=[S:12].[Cl:13][C:14]1[C:15]([O:24][C:25]2[CH:29]=[C:28]([CH3:30])[NH:27][N:26]=2)=[N:16][CH:17]=[C:18]([C:20]([F:23])([F:22])[F:21])[CH:19]=1.Cl. The catalyst is CN(C=O)C. The product is [CH:9]([NH:10][C:11]([N:27]1[C:28]([CH3:30])=[CH:29][C:25]([O:24][C:15]2[C:14]([Cl:13])=[CH:19][C:18]([C:20]([F:23])([F:22])[F:21])=[CH:17][N:16]=2)=[N:26]1)=[S:12])=[CH2:8]. The yield is 0.0500. (7) The reactants are [F:1][C:2]1[CH:3]=[C:4]([CH:7]=[C:8]([O:11][CH3:12])[C:9]=1[OH:10])[CH:5]=O.[C:13]1([C:19](=O)[CH2:20][C:21]2[CH:26]=[CH:25][CH:24]=[CH:23][CH:22]=2)[CH:18]=[CH:17][CH:16]=[CH:15][CH:14]=1.[NH2:28][C:29]([NH2:31])=[O:30].Cl. The yield is 0.280. The product is [F:1][C:2]1[CH:3]=[C:4]([CH:5]2[C:20]([C:21]3[CH:26]=[CH:25][CH:24]=[CH:23][CH:22]=3)=[C:19]([C:13]3[CH:18]=[CH:17][CH:16]=[CH:15][CH:14]=3)[NH:31][C:29](=[O:30])[NH:28]2)[CH:7]=[C:8]([O:11][CH3:12])[C:9]=1[OH:10]. The catalyst is C(O)C. (8) The reactants are [F:1][C:2]([F:27])([F:26])[C:3]1[CH:4]=[C:5]([CH:9]([C:16]2[CH:21]=[CH:20][CH:19]=[C:18]([C:22]([F:25])([F:24])[F:23])[CH:17]=2)[N:10]2[CH2:15][CH2:14][NH:13][CH2:12][CH2:11]2)[CH:6]=[CH:7][CH:8]=1.Br[CH2:29][C:30]([O:32][C:33]([CH3:36])([CH3:35])[CH3:34])=[O:31].C(N(CC)CC)C. The catalyst is C(#N)C.O. The product is [F:27][C:2]([F:1])([F:26])[C:3]1[CH:4]=[C:5]([CH:9]([C:16]2[CH:21]=[CH:20][CH:19]=[C:18]([C:22]([F:23])([F:24])[F:25])[CH:17]=2)[N:10]2[CH2:15][CH2:14][N:13]([CH2:29][C:30]([O:32][C:33]([CH3:36])([CH3:35])[CH3:34])=[O:31])[CH2:12][CH2:11]2)[CH:6]=[CH:7][CH:8]=1. The yield is 0.500. (9) The reactants are [CH:1]1([C:7]([C:9]2S[C:12]3=[CH:13][N:14]=[CH:15][CH:16]=[C:11]3[C:10]=2[CH3:18])=O)[CH2:6][CH2:5][CH2:4][CH2:3][CH2:2]1.[NH2:19][C:20]1[CH:29]=[CH:28][C:23]([C:24]([O:26]C)=[O:25])=[CH:22][CH:21]=1.C(=O)([O-])[OH:31].[Na+].C([BH3-])#N.[Na+].[OH-].[Na+].Cl. The catalyst is O1CCCC1.[Ti](Cl)(Cl)(Cl)Cl.C(O)C.C(O)(=O)C.C(Cl)Cl.C(N(CC)CC)C. The product is [CH:1]1([CH:7]([NH:19][C:20]2[CH:29]=[CH:28][C:23]([C:24]([OH:26])=[O:25])=[CH:22][CH:21]=2)[C:9]2[O:31][C:12]3=[CH:13][N:14]=[CH:15][CH:16]=[C:11]3[C:10]=2[CH3:18])[CH2:6][CH2:5][CH2:4][CH2:3][CH2:2]1. The yield is 0.220. (10) The reactants are [CH3:1][O:2][C:3](=[O:8])/[CH:4]=[C:5](\[NH2:7])/[CH3:6].N1C=CC=CC=1.[F:15][C:16]1[CH:17]=[C:18]([CH:26]=[CH:27][CH:28]=1)[O:19][CH2:20][CH2:21][CH2:22][C:23](Cl)=[O:24]. The catalyst is C(Cl)Cl. The product is [F:15][C:16]1[CH:17]=[C:18]([CH:26]=[CH:27][CH:28]=1)[O:19][CH2:20][CH2:21][CH2:22][C:23]([NH:7]/[C:5](/[CH3:6])=[CH:4]\[C:3]([O:2][CH3:1])=[O:8])=[O:24]. The yield is 0.280.